Task: Predict the reactants needed to synthesize the given product.. Dataset: Full USPTO retrosynthesis dataset with 1.9M reactions from patents (1976-2016) The reactants are: [F:1][C:2]1[CH:7]=[CH:6][CH:5]=[CH:4][C:3]=1[N:8]1[C:36](=[O:37])[C:11]2=[CH:12][N:13]([CH2:24][C:25]3[CH:30]=[CH:29][C:28]([N:31]4[CH:35]=[CH:34][CH:33]=[N:32]4)=[CH:27][CH:26]=3)[C:14]3[CH2:15][CH2:16][CH2:17][CH:18]([O:20]CC=C)[C:19]=3[C:10]2=[N:9]1.C1(C)C=CC(S(O)=O)=CC=1. Given the product [F:1][C:2]1[CH:7]=[CH:6][CH:5]=[CH:4][C:3]=1[N:8]1[C:36](=[O:37])[C:11]2=[CH:12][N:13]([CH2:24][C:25]3[CH:30]=[CH:29][C:28]([N:31]4[CH:35]=[CH:34][CH:33]=[N:32]4)=[CH:27][CH:26]=3)[C:14]3[CH2:15][CH2:16][CH2:17][CH:18]([OH:20])[C:19]=3[C:10]2=[N:9]1, predict the reactants needed to synthesize it.